Dataset: Forward reaction prediction with 1.9M reactions from USPTO patents (1976-2016). Task: Predict the product of the given reaction. The product is: [CH3:57][S:58]([O:32][CH:31]([C:33]1[CH:38]=[C:37]([C:39]([F:42])([F:41])[F:40])[CH:36]=[C:35]([C:43]([F:44])([F:45])[F:46])[CH:34]=1)[CH2:30][N:7]([C:6]([O:5][C:1]([CH3:3])([CH3:4])[CH3:2])=[O:47])[CH2:8][C:9]1[CH:14]=[C:13]([C:15]([F:18])([F:17])[F:16])[CH:12]=[CH:11][C:10]=1[C:19]1[CH:24]=[C:23]([CH:25]([CH3:27])[CH3:26])[CH:22]=[CH:21][C:20]=1[O:28][CH3:29])(=[O:60])=[O:59]. Given the reactants [C:1]([O:5][C:6](=[O:47])[N:7]([CH2:30][CH:31]([C:33]1[CH:38]=[C:37]([C:39]([F:42])([F:41])[F:40])[CH:36]=[C:35]([C:43]([F:46])([F:45])[F:44])[CH:34]=1)[OH:32])[CH2:8][C:9]1[CH:14]=[C:13]([C:15]([F:18])([F:17])[F:16])[CH:12]=[CH:11][C:10]=1[C:19]1[CH:24]=[C:23]([CH:25]([CH3:27])[CH3:26])[CH:22]=[CH:21][C:20]=1[O:28][CH3:29])([CH3:4])([CH3:3])[CH3:2].CCN(C(C)C)C(C)C.[CH3:57][S:58](Cl)(=[O:60])=[O:59], predict the reaction product.